Dataset: Forward reaction prediction with 1.9M reactions from USPTO patents (1976-2016). Task: Predict the product of the given reaction. Given the reactants [N:1]1[C:10]2[C:5](=[CH:6][CH:7]=[CH:8][CH:9]=2)[CH:4]=[CH:3][C:2]=1[N:11]1[CH2:14][CH:13]([NH:15]C(=O)OC(C)(C)C)[CH2:12]1.[ClH:23], predict the reaction product. The product is: [ClH:23].[N:1]1[C:10]2[C:5](=[CH:6][CH:7]=[CH:8][CH:9]=2)[CH:4]=[CH:3][C:2]=1[N:11]1[CH2:12][CH:13]([NH2:15])[CH2:14]1.